The task is: Predict the product of the given reaction.. This data is from Forward reaction prediction with 1.9M reactions from USPTO patents (1976-2016). (1) Given the reactants CS[C:3](=[C:6]([C:9]#[N:10])[C:7]#[N:8])[S:4][CH3:5].[N:11]1([CH:17]2[CH2:22][CH2:21][NH:20][CH2:19][CH2:18]2)[CH2:16][CH2:15][CH2:14][CH2:13][CH2:12]1, predict the reaction product. The product is: [CH3:5][S:4][C:3](=[C:6]([C:9]#[N:10])[C:7]#[N:8])[N:20]1[CH2:21][CH2:22][CH:17]([N:11]2[CH2:16][CH2:15][CH2:14][CH2:13][CH2:12]2)[CH2:18][CH2:19]1. (2) The product is: [F:17][C:18]([F:29])([F:30])[O:19][C:20]1[CH:25]=[CH:24][C:23]([C:10]2[CH:11]=[C:12]([CH:15]=[O:16])[S:13][CH:14]=2)=[CH:22][CH:21]=1. Given the reactants P([O-])([O-])([O-])=O.[K+].[K+].[K+].Br[C:10]1[CH:11]=[C:12]([CH:15]=[O:16])[S:13][CH:14]=1.[F:17][C:18]([F:30])([F:29])[O:19][C:20]1[CH:25]=[CH:24][C:23](B(O)O)=[CH:22][CH:21]=1, predict the reaction product. (3) The product is: [CH3:25][C:24]1[CH:26]=[CH:27][C:21]([S:18]([O:16][CH2:15][C@H:12]2[CH2:11][CH2:10][C@H:9]([CH2:8][NH:7][C:6]([O:5][C:1]([CH3:4])([CH3:2])[CH3:3])=[O:17])[CH2:14][CH2:13]2)(=[O:20])=[O:19])=[CH:22][CH:23]=1. Given the reactants [C:1]([O:5][C:6](=[O:17])[NH:7][CH2:8][C@H:9]1[CH2:14][CH2:13][C@H:12]([CH2:15][OH:16])[CH2:11][CH2:10]1)([CH3:4])([CH3:3])[CH3:2].[S:18](Cl)([C:21]1[CH:27]=[CH:26][C:24]([CH3:25])=[CH:23][CH:22]=1)(=[O:20])=[O:19].O, predict the reaction product. (4) Given the reactants [F:1][C:2]1[CH:11]=[CH:10][C:9]([O:12][CH2:13][CH2:14][CH3:15])=[C:8]2[C:3]=1[C:4](=[O:17])[C:5](I)=[CH:6][NH:7]2.C1(C)C=CC=CC=1.[O:25]1[CH:29]=[CH:28][C:27](B(O)O)=[CH:26]1.C(=O)([O-])[O-].[Na+].[Na+], predict the reaction product. The product is: [F:1][C:2]1[CH:11]=[CH:10][C:9]([O:12][CH2:13][CH2:14][CH3:15])=[C:8]2[C:3]=1[C:4](=[O:17])[C:5]([C:27]1[CH:28]=[CH:29][O:25][CH:26]=1)=[CH:6][NH:7]2. (5) Given the reactants [O:1]=[C:2]([CH3:20])[CH2:3][CH2:4][C@H:5]([NH:9][C:10]([O:12][CH2:13][C:14]1[CH:19]=[CH:18][CH:17]=[CH:16][CH:15]=1)=[O:11])[C:6]([OH:8])=[O:7].[N+](=[CH2:23])=[N-], predict the reaction product. The product is: [CH3:23][O:7][C:6](=[O:8])[C@@H:5]([NH:9][C:10]([O:12][CH2:13][C:14]1[CH:15]=[CH:16][CH:17]=[CH:18][CH:19]=1)=[O:11])[CH2:4][CH2:3][C:2](=[O:1])[CH3:20]. (6) Given the reactants [C:1]([CH2:4][CH2:5][NH:6][C:7]1[CH:12]=[CH:11][C:10]([C:13](=NO)[CH2:14][O:15][C:16]2[CH:27]=[CH:26][C:19]([C:20]([O:22]CC=C)=[O:21])=[C:18]([OH:28])[CH:17]=2)=[CH:9][C:8]=1[C:31]([CH3:34])([CH3:33])[CH3:32])(=[O:3])[CH3:2].N1CC[O:38]CC1, predict the reaction product. The product is: [C:1]([CH2:4][CH2:5][NH:6][C:7]1[CH:12]=[CH:11][C:10]([C:13](=[O:38])[CH2:14][O:15][C:16]2[CH:27]=[CH:26][C:19]([C:20]([OH:22])=[O:21])=[C:18]([OH:28])[CH:17]=2)=[CH:9][C:8]=1[C:31]([CH3:34])([CH3:33])[CH3:32])(=[O:3])[CH3:2]. (7) Given the reactants [NH2:1][C:2]1[CH:9]=[C:8]([NH:10][CH2:11][CH2:12][O:13][CH3:14])[C:5]([C:6]#[N:7])=[CH:4][N:3]=1.N1([C:20](N2C=NC=N2)=[O:21])C=NC=N1.[CH3:27][O:28][CH:29]([O:49][CH3:50])[C:30]1[C:39]([CH2:40][N:41]2[CH2:46][CH2:45][N:44]([CH3:47])[CH2:43][C:42]2=[O:48])=[CH:38][C:37]2[CH2:36][CH2:35][CH2:34][NH:33][C:32]=2[N:31]=1, predict the reaction product. The product is: [C:6]([C:5]1[C:8]([NH:10][CH2:11][CH2:12][O:13][CH3:14])=[CH:9][C:2]([NH:1][C:20]([N:33]2[C:32]3[C:37](=[CH:38][C:39]([CH2:40][N:41]4[CH2:46][CH2:45][N:44]([CH3:47])[CH2:43][C:42]4=[O:48])=[C:30]([CH:29]([O:49][CH3:50])[O:28][CH3:27])[N:31]=3)[CH2:36][CH2:35][CH2:34]2)=[O:21])=[N:3][CH:4]=1)#[N:7].